Dataset: Full USPTO retrosynthesis dataset with 1.9M reactions from patents (1976-2016). Task: Predict the reactants needed to synthesize the given product. (1) Given the product [N:1]12[CH2:6][CH2:5][CH:4]([CH2:7][CH2:8]1)[C@@H:3]([O:9][C:10]([N:12]([CH2:19][C:20]1[CH:21]=[C:22]([CH:35]=[CH:36][CH:37]=1)[O:23][CH2:24][C:25]1[CH:34]=[CH:33][C:28]([C:29]([N:42]3[CH2:45][CH:44]([C:46]([O:48][CH3:49])=[O:47])[CH2:43]3)=[O:30])=[CH:27][CH:26]=1)[C:13]1[CH:18]=[CH:17][CH:16]=[CH:15][CH:14]=1)=[O:11])[CH2:2]2, predict the reactants needed to synthesize it. The reactants are: [N:1]12[CH2:8][CH2:7][CH:4]([CH2:5][CH2:6]1)[C@@H:3]([O:9][C:10]([N:12]([CH2:19][C:20]1[CH:21]=[C:22]([CH:35]=[CH:36][CH:37]=1)[O:23][CH2:24][C:25]1[CH:34]=[CH:33][C:28]([C:29](OC)=[O:30])=[CH:27][CH:26]=1)[C:13]1[CH:18]=[CH:17][CH:16]=[CH:15][CH:14]=1)=[O:11])[CH2:2]2.[OH-].[Li+].Cl.Cl.[NH:42]1[CH2:45][CH:44]([C:46]([O:48][CH3:49])=[O:47])[CH2:43]1.Cl.CN(C)CCCN=C=NCC. (2) Given the product [Br:12][CH2:13][CH2:14][CH2:15][N:3]1[C:11]2[C:6](=[CH:7][CH:8]=[CH:9][CH:10]=2)[CH:5]=[CH:4]1, predict the reactants needed to synthesize it. The reactants are: [OH-].[K+].[NH:3]1[C:11]2[C:6](=[CH:7][CH:8]=[CH:9][CH:10]=2)[CH:5]=[CH:4]1.[Br:12][CH2:13][CH2:14][CH2:15]Br.CN(C)C=O. (3) Given the product [CH3:1][O:2][C:3](=[O:4])[NH:5][C@H:6]([C:7]([N:52]1[CH2:53][C@@H:54]([CH3:56])[CH2:55][C@H:51]1[C:49]1[NH:50][C:46]([C:43]2[CH:44]=[CH:45][C:40]([Br:39])=[CH:41][CH:42]=2)=[CH:47][N:48]=1)=[O:8])[CH:10]([CH3:12])[CH3:11], predict the reactants needed to synthesize it. The reactants are: [CH3:1][O:2][C:3]([NH:5][C@@H:6]([CH:10]([CH3:12])[CH3:11])[C:7](O)=[O:8])=[O:4].CN(C(ON1N=NC2C=CC=NC1=2)=[N+](C)C)C.F[P-](F)(F)(F)(F)F.Cl.Cl.[Br:39][C:40]1[CH:45]=[CH:44][C:43]([C:46]2[NH:50][C:49]([C@@H:51]3[CH2:55][C@H:54]([CH3:56])[CH2:53][NH:52]3)=[N:48][CH:47]=2)=[CH:42][CH:41]=1.C(N(CC)C(C)C)(C)C. (4) Given the product [N:8]1[CH:9]=[C:10]([C:17]([NH:19][C:20]2[CH:21]=[C:22]([C:27]3[N:31]=[C:30]([CH2:32][NH:33][C:34](=[O:35])[O:4][CH2:3][CH:2]([F:5])[F:1])[O:29][N:28]=3)[CH:23]=[CH:24][C:25]=2[CH3:26])=[O:18])[N:11]2[CH:16]=[CH:15][CH:14]=[CH:13][C:12]=12, predict the reactants needed to synthesize it. The reactants are: [F:1][CH:2]([F:5])[CH2:3][OH:4].[H-].[Na+].[N:8]1[CH:9]=[C:10]([C:17]([NH:19][C:20]2[CH:21]=[C:22]([C:27]3[N:31]=[C:30]([CH2:32][NH:33][C:34](=O)[O:35]C4C=CC([N+]([O-])=O)=CC=4)[O:29][N:28]=3)[CH:23]=[CH:24][C:25]=2[CH3:26])=[O:18])[N:11]2[CH:16]=[CH:15][CH:14]=[CH:13][C:12]=12.